Dataset: NCI-60 drug combinations with 297,098 pairs across 59 cell lines. Task: Regression. Given two drug SMILES strings and cell line genomic features, predict the synergy score measuring deviation from expected non-interaction effect. (1) Drug 1: CC1=C(C=C(C=C1)NC2=NC=CC(=N2)N(C)C3=CC4=NN(C(=C4C=C3)C)C)S(=O)(=O)N.Cl. Drug 2: CC12CCC(CC1=CCC3C2CCC4(C3CC=C4C5=CN=CC=C5)C)O. Cell line: MDA-MB-435. Synergy scores: CSS=6.76, Synergy_ZIP=1.44, Synergy_Bliss=9.37, Synergy_Loewe=2.03, Synergy_HSA=5.38. (2) Drug 1: CCN(CC)CCCC(C)NC1=C2C=C(C=CC2=NC3=C1C=CC(=C3)Cl)OC. Drug 2: CC(C)CN1C=NC2=C1C3=CC=CC=C3N=C2N. Cell line: K-562. Synergy scores: CSS=14.8, Synergy_ZIP=13.4, Synergy_Bliss=16.8, Synergy_Loewe=11.9, Synergy_HSA=12.7.